Dataset: Forward reaction prediction with 1.9M reactions from USPTO patents (1976-2016). Task: Predict the product of the given reaction. (1) Given the reactants Cl.[N:2]1([C:8]2[C:12]3[CH:13]=[CH:14][CH:15]=[CH:16][C:11]=3[O:10][N:9]=2)[CH2:7][CH2:6][NH:5][CH2:4][CH2:3]1.Cl[CH2:18][CH2:19][C:20]1[CH:21]=[C:22]2[C:27](=[CH:28][CH:29]=1)[NH:26][C:25](=[O:30])[CH2:24][C:23]2([CH3:32])[CH3:31], predict the reaction product. The product is: [O:10]1[C:11]2[CH:16]=[CH:15][CH:14]=[CH:13][C:12]=2[C:8]([N:2]2[CH2:7][CH2:6][N:5]([CH2:18][CH2:19][C:20]3[CH:21]=[C:22]4[C:27](=[CH:28][CH:29]=3)[NH:26][C:25](=[O:30])[CH2:24][C:23]4([CH3:31])[CH3:32])[CH2:4][CH2:3]2)=[N:9]1. (2) Given the reactants [C:1]([CH2:3][CH2:4][CH2:5][CH2:6][N:7]1[CH:12]=[CH:11][C:10]([NH:13][C:14](=[O:22])[CH2:15][C:16]2[CH:21]=[CH:20][CH:19]=[CH:18][CH:17]=2)=[N:9][C:8]1=[O:23])#[N:2].FC(F)(F)C(O)=O.[NH:31]([C:33](=[S:35])[NH2:34])N, predict the reaction product. The product is: [NH2:34][C:33]1[S:35][C:1]([CH2:3][CH2:4][CH2:5][CH2:6][N:7]2[CH:12]=[CH:11][C:10]([NH:13][C:14](=[O:22])[CH2:15][C:16]3[CH:17]=[CH:18][CH:19]=[CH:20][CH:21]=3)=[N:9][C:8]2=[O:23])=[N:2][N:31]=1.